From a dataset of Full USPTO retrosynthesis dataset with 1.9M reactions from patents (1976-2016). Predict the reactants needed to synthesize the given product. (1) Given the product [CH2:16]1[CH:17]([N:18]2[C:3](=[O:10])[C:4]3[C:9](=[CH:8][CH:7]=[CH:6][CH:5]=3)[C:1]2=[O:11])[CH2:12][CH2:13][CH:14]([OH:19])[CH2:15]1, predict the reactants needed to synthesize it. The reactants are: [C:1]1(=[O:11])[C:9]2[C:4](=[CH:5][CH:6]=[CH:7][CH:8]=2)[C:3](=[O:10])O1.[CH2:12]1[CH:17]([NH2:18])[CH2:16][CH2:15][CH:14]([OH:19])[CH2:13]1.O. (2) Given the product [I:22][C:3]1[CH:4]=[C:5]([C:19]([OH:21])=[O:20])[C:6](=[O:18])[N:7]([C:8]2[CH:13]=[CH:12][CH:11]=[C:10]([C:14]([F:16])([F:17])[F:15])[CH:9]=2)[C:2]=1[CH3:1], predict the reactants needed to synthesize it. The reactants are: [CH3:1][C:2]1[N:7]([C:8]2[CH:13]=[CH:12][CH:11]=[C:10]([C:14]([F:17])([F:16])[F:15])[CH:9]=2)[C:6](=[O:18])[C:5]([C:19]([OH:21])=[O:20])=[CH:4][CH:3]=1.[I:22]I.S(=O)(=O)(O)O.[N+]([O-])(O)=O.